This data is from Ames mutagenicity test results for genotoxicity prediction. The task is: Regression/Classification. Given a drug SMILES string, predict its toxicity properties. Task type varies by dataset: regression for continuous values (e.g., LD50, hERG inhibition percentage) or binary classification for toxic/non-toxic outcomes (e.g., AMES mutagenicity, cardiotoxicity, hepatotoxicity). Dataset: ames. (1) The drug is Nc1nc(-c2ccccc2)cs1. The result is 1 (mutagenic). (2) The compound is CCCCOC(=O)c1ccccc1C(=O)OCCCC. The result is 0 (non-mutagenic).